From a dataset of Forward reaction prediction with 1.9M reactions from USPTO patents (1976-2016). Predict the product of the given reaction. (1) Given the reactants Cl.[NH:2]1[CH2:7][CH2:6][C:5](=[CH:8][C:9]2[CH:10]=[C:11]([CH:23]=[CH:24][CH:25]=2)[O:12][C:13]2[CH:18]=[CH:17][C:16]([C:19]([F:22])([F:21])[F:20])=[CH:15][N:14]=2)[CH2:4][CH2:3]1.[N:26]1[CH:31]=[CH:30][CH:29]=[C:28]([NH:32][C:33](=[O:41])[O:34]C2C=CC=CC=2)[CH:27]=1.C(N(C(C)C)CC)(C)C, predict the reaction product. The product is: [C:9]1([N:32]([C:28]2[CH:27]=[N:26][CH:31]=[CH:30][CH:29]=2)[C:33](=[O:41])[OH:34])[CH:10]=[CH:11][CH:23]=[CH:24][CH:25]=1.[N:26]1[CH:31]=[CH:30][CH:29]=[C:28]([NH:32][C:33]([N:2]2[CH2:7][CH2:6][C:5](=[CH:8][C:9]3[CH:25]=[CH:24][CH:23]=[C:11]([O:12][C:13]4[CH:18]=[CH:17][C:16]([C:19]([F:22])([F:20])[F:21])=[CH:15][N:14]=4)[CH:10]=3)[CH2:4][CH2:3]2)=[O:34])[CH:27]=1. (2) Given the reactants Br[C:2]1[CH:7]=[CH:6][C:5]([CH:8]([C:10]2[CH:15]=[CH:14][CH:13]=[CH:12][CH:11]=2)[NH2:9])=[CH:4][CH:3]=1.[P:16]([O-:23])([O:20][CH2:21][CH3:22])[O:17][CH2:18][CH3:19].CCN(CC)CC, predict the reaction product. The product is: [NH2:9][CH:8]([C:10]1[CH:15]=[CH:14][CH:13]=[CH:12][CH:11]=1)[C:5]1[CH:6]=[CH:7][C:2]([P:16](=[O:23])([O:20][CH2:21][CH3:22])[O:17][CH2:18][CH3:19])=[CH:3][CH:4]=1. (3) Given the reactants Cl.Cl.[CH2:3]([C:5]1[N:9]([C:10]2[N:18]=[C:17]3[C:13]([N:14]=[C:15]([C:20]4([OH:26])[CH2:25][CH2:24][CH2:23][NH:22][CH2:21]4)[N:16]3[CH3:19])=[C:12]([N:27]3[CH2:32][CH2:31][O:30][CH2:29][CH2:28]3)[N:11]=2)[C:8]2[CH:33]=[CH:34][CH:35]=[CH:36][C:7]=2[N:6]=1)[CH3:4].[CH3:37][C:38]1([CH3:41])[CH2:40][O:39]1.CCN(C(C)C)C(C)C, predict the reaction product. The product is: [CH2:3]([C:5]1[N:9]([C:10]2[N:18]=[C:17]3[C:13]([N:14]=[C:15]([C:20]4([OH:26])[CH2:25][CH2:24][CH2:23][N:22]([CH2:37][C:38]([OH:39])([CH3:41])[CH3:40])[CH2:21]4)[N:16]3[CH3:19])=[C:12]([N:27]3[CH2:28][CH2:29][O:30][CH2:31][CH2:32]3)[N:11]=2)[C:8]2[CH:33]=[CH:34][CH:35]=[CH:36][C:7]=2[N:6]=1)[CH3:4]. (4) Given the reactants [CH2:1]([C:3]1[CH:4]=[C:5]([O:18][CH2:19][CH2:20][CH2:21][N:22]([CH3:30])[C:23](=[O:29])[O:24][C:25]([CH3:28])([CH3:27])[CH3:26])[CH:6]=[CH:7][C:8]=1B1OC(C)(C)C(C)(C)O1)[CH3:2].Br[C:32]1[S:36][C:35]([C:37]2[CH:38]=[CH:39][C:40]([O:45][CH:46]([CH3:48])[CH3:47])=[C:41]([CH:44]=2)[C:42]#[N:43])=[N:34][N:33]=1.P([O-])([O-])([O-])=O.[K+].[K+].[K+], predict the reaction product. The product is: [C:42]([C:41]1[CH:44]=[C:37]([C:35]2[S:36][C:32]([C:8]3[CH:7]=[CH:6][C:5]([O:18][CH2:19][CH2:20][CH2:21][N:22]([CH3:30])[C:23](=[O:29])[O:24][C:25]([CH3:26])([CH3:27])[CH3:28])=[CH:4][C:3]=3[CH2:1][CH3:2])=[N:33][N:34]=2)[CH:38]=[CH:39][C:40]=1[O:45][CH:46]([CH3:48])[CH3:47])#[N:43]. (5) Given the reactants C[O:2][C:3]([CH:5]1[CH2:10][N:9]([S:11]([C:14]2[S:18][C:17]3[CH:19]=[C:20]([Cl:23])[CH:21]=[CH:22][C:16]=3[CH:15]=2)(=[O:13])=[O:12])[CH2:8][C:7](=[O:24])[N:6]1[CH2:25][C:26]1[CH:31]=[CH:30][C:29]([C:32]#[N:33])=[C:28]([NH2:34])[CH:27]=1)=[O:4].C1COCC1.CO, predict the reaction product. The product is: [NH2:34][C:28]1[CH:27]=[C:26]([CH:31]=[CH:30][C:29]=1[C:32]#[N:33])[CH2:25][N:6]1[C:7](=[O:24])[CH2:8][N:9]([S:11]([C:14]2[S:18][C:17]3[CH:19]=[C:20]([Cl:23])[CH:21]=[CH:22][C:16]=3[CH:15]=2)(=[O:12])=[O:13])[CH2:10][CH:5]1[C:3]([OH:4])=[O:2]. (6) Given the reactants [CH2:1]([C:3]1[S:4][C:5]([CH3:25])=[C:6](/[CH:8]=[CH:9]/[C:10]2[C:11]([O:21]COC)=[N:12][N:13]([C:15]3[CH:20]=[CH:19][CH:18]=[CH:17][CH:16]=3)[CH:14]=2)[N:7]=1)[CH3:2].[ClH:26], predict the reaction product. The product is: [ClH:26].[CH2:1]([C:3]1[S:4][C:5]([CH3:25])=[C:6](/[CH:8]=[CH:9]/[C:10]2[C:11]([OH:21])=[N:12][N:13]([C:15]3[CH:20]=[CH:19][CH:18]=[CH:17][CH:16]=3)[CH:14]=2)[N:7]=1)[CH3:2]. (7) Given the reactants [Cl:1][C:2]1[CH:7]=[CH:6][C:5]([C:8]2[C:12]([CH2:13][O:14][C:15]3[CH:23]=[CH:22][C:18]([C:19](O)=[O:20])=[CH:17][N:16]=3)=[C:11]([CH2:24][OH:25])[O:10][N:9]=2)=[CH:4][CH:3]=1.[NH2:26][C:27]([CH3:31])([CH3:30])[CH2:28][OH:29].O.ON1C2C=CC=CC=2N=N1.C(N(C(C)C)C(C)C)C.Cl.CN(C)CCCN=C=NCC, predict the reaction product. The product is: [Cl:1][C:2]1[CH:7]=[CH:6][C:5]([C:8]2[C:12]([CH2:13][O:14][C:15]3[CH:23]=[CH:22][C:18]([C:19]([NH:26][C:27]([CH3:31])([CH3:30])[CH2:28][OH:29])=[O:20])=[CH:17][N:16]=3)=[C:11]([CH2:24][OH:25])[O:10][N:9]=2)=[CH:4][CH:3]=1. (8) Given the reactants C(OC(=O)[NH:7][CH:8]([C:11]1[CH:16]=[CH:15][C:14]([O:17][CH:18]([CH3:20])[CH3:19])=[CH:13][CH:12]=1)[CH2:9][CH3:10])(C)(C)C.[ClH:22].C(OCC)(=O)C, predict the reaction product. The product is: [ClH:22].[CH:18]([O:17][C:14]1[CH:13]=[CH:12][C:11]([CH:8]([NH2:7])[CH2:9][CH3:10])=[CH:16][CH:15]=1)([CH3:20])[CH3:19]. (9) Given the reactants [CH3:1][CH2:2][O:3][C:4]([C:6]1[NH:7][C:8]2[C:13]([CH:14]=1)=[CH:12][C:11]([C:15]([OH:17])=O)=[CH:10][CH:9]=2)=[O:5].F[B-](F)(F)F.N1(OC(N(C)C)=[N+](C)C)C2C=CC=CC=2N=N1.[NH:40]1[CH2:44][CH2:43][CH2:42][C@H:41]1[CH2:45][N:46]1[CH2:50][CH2:49][CH2:48][CH2:47]1.C(N(CC)C(C)C)(C)C, predict the reaction product. The product is: [CH2:2]([O:3][C:4]([C:6]1[NH:7][C:8]2[C:13]([CH:14]=1)=[CH:12][C:11]([C:15]([N:40]1[CH2:44][CH2:43][CH2:42][C@H:41]1[CH2:45][N:46]1[CH2:50][CH2:49][CH2:48][CH2:47]1)=[O:17])=[CH:10][CH:9]=2)=[O:5])[CH3:1].